From a dataset of Peptide-MHC class II binding affinity with 134,281 pairs from IEDB. Regression. Given a peptide amino acid sequence and an MHC pseudo amino acid sequence, predict their binding affinity value. This is MHC class II binding data. (1) The peptide sequence is EIDTDGDGFIDFNEF. The MHC is DRB1_1501 with pseudo-sequence DRB1_1501. The binding affinity (normalized) is 0.131. (2) The peptide sequence is KAFVLDSDNLIPKVV. The MHC is HLA-DQA10102-DQB10602 with pseudo-sequence HLA-DQA10102-DQB10602. The binding affinity (normalized) is 0.375.